This data is from Peptide-MHC class I binding affinity with 185,985 pairs from IEDB/IMGT. The task is: Regression. Given a peptide amino acid sequence and an MHC pseudo amino acid sequence, predict their binding affinity value. This is MHC class I binding data. (1) The peptide sequence is GLMWLSYFV. The MHC is HLA-A68:02 with pseudo-sequence HLA-A68:02. The binding affinity (normalized) is 0.570. (2) The peptide sequence is VLSSFFALRF. The MHC is HLA-B15:01 with pseudo-sequence HLA-B15:01. The binding affinity (normalized) is 0.379.